Dataset: Forward reaction prediction with 1.9M reactions from USPTO patents (1976-2016). Task: Predict the product of the given reaction. (1) Given the reactants Br[C:2]1[S:6][C:5]([C:7]2[N:11]3[N:12]=[C:13]([CH3:21])[CH:14]=[C:15]([CH:16]([CH2:19][CH3:20])[CH2:17][CH3:18])[C:10]3=[N:9][C:8]=2[CH3:22])=[C:4]([CH3:23])[CH:3]=1.C([Li])CCC.C1COCC1.I[C:35]1[N:39]([CH3:40])[CH:38]=[N:37][CH:36]=1, predict the reaction product. The product is: [CH2:17]([CH:16]([C:15]1[C:10]2[N:11]([C:7]([C:5]3[S:6][C:2]([C:35]4[N:39]([CH3:40])[CH:38]=[N:37][CH:36]=4)=[CH:3][C:4]=3[CH3:23])=[C:8]([CH3:22])[N:9]=2)[N:12]=[C:13]([CH3:21])[CH:14]=1)[CH2:19][CH3:20])[CH3:18]. (2) Given the reactants [F:1][C:2]1[CH:3]=[C:4]2[C:8](=[C:9]([I:11])[CH:10]=1)[N:7](C(OC(C)(C)C)=O)[CH2:6][CH2:5]2.[OH-].[Na+], predict the reaction product. The product is: [F:1][C:2]1[CH:3]=[C:4]2[C:8](=[C:9]([I:11])[CH:10]=1)[NH:7][CH2:6][CH2:5]2. (3) Given the reactants FC1C=C(F)C=CC=1C1C=C(CN2C(=O)C3=CC=CC=C3C2=O)C(=O)N(CC(C)C)N=1.[C:32]([CH2:35][CH2:36][C:37]1[C:38](=[O:59])[N:39]([CH2:51][C:52]2[CH:57]=[CH:56][CH:55]=[CH:54][C:53]=2[Cl:58])[N:40]=[C:41]([C:43]2[CH:48]=[CH:47][C:46]([F:49])=[C:45]([CH3:50])[CH:44]=2)[CH:42]=1)(O)=[O:33], predict the reaction product. The product is: [Cl:58][C:53]1[CH:54]=[CH:55][CH:56]=[CH:57][C:52]=1[CH2:51][N:39]1[C:38](=[O:59])[C:37]([CH2:36][CH2:35][CH2:32][OH:33])=[CH:42][C:41]([C:43]2[CH:48]=[CH:47][C:46]([F:49])=[C:45]([CH3:50])[CH:44]=2)=[N:40]1. (4) The product is: [Cl:1][C:2]1[CH:3]=[CH:4][C:5]([O:6][CH2:7][C:8]2[CH:17]=[CH:16][C:11]([CH2:12][NH2:13])=[CH:10][CH:9]=2)=[CH:18][CH:19]=1. Given the reactants [Cl:1][C:2]1[CH:19]=[CH:18][C:5]([O:6][CH2:7][C:8]2[CH:17]=[CH:16][C:11]([CH2:12][N:13]=[N+]=[N-])=[CH:10][CH:9]=2)=[CH:4][CH:3]=1.CCN(CC)CC.Cl[Sn]Cl, predict the reaction product. (5) Given the reactants N1C(Cl)=NC(Cl)=NC=1[Cl:3].CN(C)C=O.[Cl:15][C:16]1[C:17]([CH3:35])=[C:18]([C:27]2[CH:28]=[CH:29][C:30]([C:33]#[N:34])=[N:31][CH:32]=2)[C:19]([O:25][CH3:26])=[C:20]([CH:22](O)[CH3:23])[CH:21]=1, predict the reaction product. The product is: [Cl:15][C:16]1[C:17]([CH3:35])=[C:18]([C:27]2[CH:28]=[CH:29][C:30]([C:33]#[N:34])=[N:31][CH:32]=2)[C:19]([O:25][CH3:26])=[C:20]([CH:22]([Cl:3])[CH3:23])[CH:21]=1.